Dataset: Catalyst prediction with 721,799 reactions and 888 catalyst types from USPTO. Task: Predict which catalyst facilitates the given reaction. (1) Reactant: [CH2:1]([O:8][C:9]1[CH:10]=[CH:11][C:12]([C:15]([C:17]2[C:22](F)=[CH:21][CH:20]=[CH:19][N:18]=2)=O)=[N:13][CH:14]=1)[C:2]1[CH:7]=[CH:6][CH:5]=[CH:4][CH:3]=1.O.[NH2:25][NH2:26]. Product: [CH2:1]([O:8][C:9]1[CH:10]=[CH:11][C:12]([C:15]2[C:17]3=[N:18][CH:19]=[CH:20][CH:21]=[C:22]3[NH:26][N:25]=2)=[N:13][CH:14]=1)[C:2]1[CH:7]=[CH:6][CH:5]=[CH:4][CH:3]=1. The catalyst class is: 14. (2) Reactant: [OH:1][C:2]1[C:3](=[O:21])[N:4]([CH2:12][C:13]2[CH:18]=[CH:17][C:16]([O:19][CH3:20])=[CH:15][CH:14]=2)[CH2:5][CH2:6][C:7]=1[C:8](=[O:11])[CH2:9][CH3:10].[C:22](=O)([O-])[O-].[Cs+].[Cs+].S(OC)(OC)(=O)=O. Product: [CH3:22][O:1][C:2]1[C:3](=[O:21])[N:4]([CH2:12][C:13]2[CH:14]=[CH:15][C:16]([O:19][CH3:20])=[CH:17][CH:18]=2)[CH2:5][CH2:6][C:7]=1[C:8](=[O:11])[CH2:9][CH3:10]. The catalyst class is: 9.